Dataset: Merck oncology drug combination screen with 23,052 pairs across 39 cell lines. Task: Regression. Given two drug SMILES strings and cell line genomic features, predict the synergy score measuring deviation from expected non-interaction effect. (1) Drug 1: Cn1nnc2c(C(N)=O)ncn2c1=O. Drug 2: C#Cc1cccc(Nc2ncnc3cc(OCCOC)c(OCCOC)cc23)c1. Cell line: SW837. Synergy scores: synergy=15.2. (2) Drug 1: NC1(c2ccc(-c3nc4ccn5c(=O)[nH]nc5c4cc3-c3ccccc3)cc2)CCC1. Drug 2: CCc1cnn2c(NCc3ccc[n+]([O-])c3)cc(N3CCCCC3CCO)nc12. Cell line: UACC62. Synergy scores: synergy=12.4. (3) Drug 1: O=S1(=O)NC2(CN1CC(F)(F)F)C1CCC2Cc2cc(C=CCN3CCC(C(F)(F)F)CC3)ccc2C1. Drug 2: Cn1cc(-c2cnn3c(N)c(Br)c(C4CCCNC4)nc23)cn1. Cell line: PA1. Synergy scores: synergy=22.7. (4) Drug 1: Cc1nc(Nc2ncc(C(=O)Nc3c(C)cccc3Cl)s2)cc(N2CCN(CCO)CC2)n1. Drug 2: CC1(c2nc3c(C(N)=O)cccc3[nH]2)CCCN1. Cell line: SKMEL30. Synergy scores: synergy=-27.2. (5) Drug 1: CC1CC2C3CCC4=CC(=O)C=CC4(C)C3(F)C(O)CC2(C)C1(O)C(=O)CO. Drug 2: Cc1nc(Nc2ncc(C(=O)Nc3c(C)cccc3Cl)s2)cc(N2CCN(CCO)CC2)n1. Cell line: T47D. Synergy scores: synergy=-56.4. (6) Drug 1: CCC1=CC2CN(C1)Cc1c([nH]c3ccccc13)C(C(=O)OC)(c1cc3c(cc1OC)N(C)C1C(O)(C(=O)OC)C(OC(C)=O)C4(CC)C=CCN5CCC31C54)C2. Drug 2: NC1(c2ccc(-c3nc4ccn5c(=O)[nH]nc5c4cc3-c3ccccc3)cc2)CCC1. Cell line: HT29. Synergy scores: synergy=-7.29. (7) Drug 1: N.N.O=C(O)C1(C(=O)O)CCC1.[Pt]. Drug 2: C=CCn1c(=O)c2cnc(Nc3ccc(N4CCN(C)CC4)cc3)nc2n1-c1cccc(C(C)(C)O)n1. Cell line: UWB1289BRCA1. Synergy scores: synergy=4.55. (8) Drug 1: O=S1(=O)NC2(CN1CC(F)(F)F)C1CCC2Cc2cc(C=CCN3CCC(C(F)(F)F)CC3)ccc2C1. Drug 2: O=c1[nH]cc(F)c(=O)[nH]1. Cell line: SKOV3. Synergy scores: synergy=6.05. (9) Drug 1: CCC1(O)C(=O)OCc2c1cc1n(c2=O)Cc2cc3c(CN(C)C)c(O)ccc3nc2-1. Drug 2: CNC(=O)c1cc(Oc2ccc(NC(=O)Nc3ccc(Cl)c(C(F)(F)F)c3)cc2)ccn1. Cell line: HT144. Synergy scores: synergy=5.48. (10) Drug 1: O=S1(=O)NC2(CN1CC(F)(F)F)C1CCC2Cc2cc(C=CCN3CCC(C(F)(F)F)CC3)ccc2C1. Synergy scores: synergy=-7.23. Cell line: HCT116. Drug 2: O=C(NOCC(O)CO)c1ccc(F)c(F)c1Nc1ccc(I)cc1F.